This data is from Reaction yield outcomes from USPTO patents with 853,638 reactions. The task is: Predict the reaction yield, written as a fraction of the theoretical maximum amount of product (1.0 means a 100% yield; for example, 0.34 means a 34% yield). The reactants are [F:1][C:2]([F:35])([F:34])[C:3]([NH:5][C@@H:6]([CH3:33])[C@H:7]([O:16][C:17]1[CH:18]=[C:19]2[C:23](=[CH:24][CH:25]=1)[N:22]([C:26]1[CH:31]=[CH:30][C:29]([F:32])=[CH:28][CH:27]=1)[N:21]=[CH:20]2)[C:8]1[CH:13]=[CH:12][CH:11]=[C:10]([O:14]C)[CH:9]=1)=[O:4].[Cl-].[Al+3].[Cl-].[Cl-]. The catalyst is CC1C=CC=CC=1. The product is [F:34][C:2]([F:1])([F:35])[C:3]([NH:5][C@@H:6]([CH3:33])[C@H:7]([O:16][C:17]1[CH:18]=[C:19]2[C:23](=[CH:24][CH:25]=1)[N:22]([C:26]1[CH:27]=[CH:28][C:29]([F:32])=[CH:30][CH:31]=1)[N:21]=[CH:20]2)[C:8]1[CH:13]=[CH:12][CH:11]=[C:10]([OH:14])[CH:9]=1)=[O:4]. The yield is 0.420.